The task is: Predict the product of the given reaction.. This data is from Forward reaction prediction with 1.9M reactions from USPTO patents (1976-2016). (1) Given the reactants Br[C:2]1[C:10]([CH:11]([CH3:13])[CH3:12])=[CH:9][CH:8]=[C:7]2[C:3]=1[CH:4]=[N:5][N:6]2[S:14]([C:17]1[CH:23]=[CH:22][C:20]([CH3:21])=[CH:19][CH:18]=1)(=[O:16])=[O:15].[B:24]1([B:24]2[O:28][C:27]([CH3:30])([CH3:29])[C:26]([CH3:32])([CH3:31])[O:25]2)[O:28][C:27]([CH3:30])([CH3:29])[C:26]([CH3:32])([CH3:31])[O:25]1.C(Cl)Cl.C([O-])(=O)C.[K+], predict the reaction product. The product is: [CH:11]([C:10]1[C:2]([B:24]2[O:28][C:27]([CH3:30])([CH3:29])[C:26]([CH3:32])([CH3:31])[O:25]2)=[C:3]2[C:7](=[CH:8][CH:9]=1)[N:6]([S:14]([C:17]1[CH:23]=[CH:22][C:20]([CH3:21])=[CH:19][CH:18]=1)(=[O:16])=[O:15])[N:5]=[CH:4]2)([CH3:13])[CH3:12]. (2) Given the reactants [CH2:1]([N:3]([CH:28]1[CH2:33][CH2:32][O:31][CH2:30][CH2:29]1)[C:4]1[C:19]2[CH2:18][CH:17]=[CH:16][CH2:15][CH:14]([CH3:20])[C:13]3[CH:21]=[C:22]([CH3:26])[NH:23][C:24](=[O:25])[C:12]=3[CH2:11][NH:10][C:9](=[O:27])[C:8]=2[CH:7]=[CH:6][CH:5]=1)[CH3:2], predict the reaction product. The product is: [CH2:1]([N:3]([CH:28]1[CH2:33][CH2:32][O:31][CH2:30][CH2:29]1)[C:4]1[C:19]2[CH2:18][CH2:17][CH2:16][CH2:15][CH:14]([CH3:20])[C:13]3[CH:21]=[C:22]([CH3:26])[NH:23][C:24](=[O:25])[C:12]=3[CH2:11][NH:10][C:9](=[O:27])[C:8]=2[CH:7]=[CH:6][CH:5]=1)[CH3:2]. (3) Given the reactants [CH3:1][O:2][C:3]1[CH:4]=[C:5]([CH:8]=[CH:9][CH:10]=1)[CH:6]=O.[C:11]([O-:14])(=[O:13])[CH3:12].[NH4+:15].C(O)(=O)CC(O)=O, predict the reaction product. The product is: [NH2:15][CH:6]([C:5]1[CH:8]=[CH:9][CH:10]=[C:3]([O:2][CH3:1])[CH:4]=1)[CH2:12][C:11]([OH:14])=[O:13]. (4) Given the reactants [Cl:1][C:2]1[CH:7]=[C:6]([Cl:8])[CH:5]=[CH:4][C:3]=1[C:9]1[C:14]2=[N:15][N:16]([CH3:18])[CH:17]=[C:13]2[CH:12]=[CH:11][N:10]=1.Cl, predict the reaction product. The product is: [ClH:1].[Cl:1][C:2]1[CH:7]=[C:6]([Cl:8])[CH:5]=[CH:4][C:3]=1[C:9]1[C:14]2=[N:15][N:16]([CH3:18])[CH:17]=[C:13]2[CH:12]=[CH:11][N:10]=1. (5) Given the reactants C([O:9][C@H:10]1[C@@H:14]([O:15]C(=O)C2C=CC=CC=2)[C@H:13]([N:24]2[C:28]3[N:29]=[CH:30][N:31]=[C:32](Cl)[C:27]=3[C:26]([I:34])=[CH:25]2)[O:12][C@@H:11]1[CH2:35][O:36]C(=O)C1C=CC=CC=1)(=O)C1C=CC=CC=1.[NH3:45], predict the reaction product. The product is: [NH2:45][C:32]1[C:27]2[C:26]([I:34])=[CH:25][N:24]([C@H:13]3[C@H:14]([OH:15])[C@H:10]([OH:9])[C@@H:11]([CH2:35][OH:36])[O:12]3)[C:28]=2[N:29]=[CH:30][N:31]=1. (6) Given the reactants F[C:2]1[CH:3]=[C:4]2[C:8](=[CH:9][C:10]=1[F:11])[NH:7][CH:6]=[C:5]2[C:12]1[CH:13]=[N:14][N:15](CC2CCNCC2)[CH:16]=1.[OH-].[Na+], predict the reaction product. The product is: [F:11][C:10]1[CH:9]=[C:8]2[C:4]([C:5]([C:12]3[CH:16]=[N:15][NH:14][CH:13]=3)=[CH:6][NH:7]2)=[CH:3][CH:2]=1. (7) Given the reactants [OH:1][C@@H:2]([CH2:35][CH2:36][CH3:37])[C@@H:3]([NH:10][C:11](=[O:34])[CH2:12][C:13]([NH:15][C:16]1[CH:17]=[C:18]([NH:26]C(=O)OC(C)(C)C)[CH:19]=[C:20]([C:22]([F:25])([F:24])[F:23])[CH:21]=1)=[O:14])[CH2:4][NH:5][CH2:6][CH:7]([CH3:9])[CH3:8], predict the reaction product. The product is: [NH2:26][C:18]1[CH:17]=[C:16]([NH:15][C:13](=[O:14])[CH2:12][C:11]([NH:10][C@H:3]([C@@H:2]([OH:1])[CH2:35][CH2:36][CH3:37])[CH2:4][NH:5][CH2:6][CH:7]([CH3:8])[CH3:9])=[O:34])[CH:21]=[C:20]([C:22]([F:25])([F:24])[F:23])[CH:19]=1.